From a dataset of Reaction yield outcomes from USPTO patents with 853,638 reactions. Predict the reaction yield, written as a fraction of the theoretical maximum amount of product (1.0 means a 100% yield; for example, 0.34 means a 34% yield). (1) The reactants are CN(C)[CH2:3][CH2:4]NC.C([Li])CCC.[F:13][C:14]1[C:23]2[C:18](=[CH:19][CH:20]=[CH:21][CH:22]=2)[C:17]([CH:24]=[O:25])=C[CH:15]=1.Cl. The catalyst is O1CCCC1.IC. The product is [F:13][C:14]1[C:23]2[C:18](=[CH:19][CH:20]=[CH:21][CH:22]=2)[C:17]([CH:24]=[O:25])=[C:3]([CH3:4])[CH:15]=1. The yield is 0.230. (2) The reactants are [O:1]1[C:6]2[CH:7]=[CH:8][CH:9]=[C:10]([C:11]([OH:13])=O)[C:5]=2[O:4][CH2:3][CH2:2]1.[Si]([CH:18]=[N+:19]=[N-:20])(C)(C)C.CCCCCC.C(O)(=O)CC(CC(O)=O)(C(O)=O)O. The catalyst is O=S(Cl)Cl. The product is [N+:19](=[CH:18][C:11]([C:10]1[C:5]2[O:4][CH2:3][CH2:2][O:1][C:6]=2[CH:7]=[CH:8][CH:9]=1)=[O:13])=[N-:20]. The yield is 0.420. (3) The reactants are [N:1]1([CH2:7][C:8]([O:10][CH2:11][CH3:12])=[O:9])[CH2:6][CH2:5][NH:4][CH2:3][CH2:2]1.Br[C:14]1[CH:19]=[CH:18][CH:17]=[C:16]([O:20][C:21]([F:24])([F:23])[F:22])[CH:15]=1.C([O-])([O-])=O.[Cs+].[Cs+]. The catalyst is O1CCOCC1.CC([O-])=O.CC([O-])=O.[Pd+2].CC1(C)C2C(=C(P(C3C=CC=CC=3)C3C=CC=CC=3)C=CC=2)OC2C(P(C3C=CC=CC=3)C3C=CC=CC=3)=CC=CC1=2. The product is [F:22][C:21]([F:23])([F:24])[O:20][C:16]1[CH:15]=[C:14]([N:4]2[CH2:5][CH2:6][N:1]([CH2:7][C:8]([O:10][CH2:11][CH3:12])=[O:9])[CH2:2][CH2:3]2)[CH:19]=[CH:18][CH:17]=1. The yield is 0.650. (4) The reactants are [F:1][C:2]1[CH:41]=[CH:40][C:5]([C:6](/[N:8]=[C:9]2\[NH:10][C:11]3[CH:27]=[CH:26][C:25]([CH2:28][O:29][Si](C(C)C)(C(C)C)C(C)C)=[CH:24][C:12]=3[N:13]\2[C@@H:14]2[CH2:19][CH2:18][C@H:17]([C:20]([O:22][CH3:23])=[O:21])[CH2:16][CH2:15]2)=[O:7])=[CH:4][CH:3]=1.CCCC[N+](CCCC)(CCCC)CCCC.[F-]. The catalyst is C1COCC1. The product is [F:1][C:2]1[CH:3]=[CH:4][C:5]([C:6](/[N:8]=[C:9]2\[NH:10][C:11]3[CH:27]=[CH:26][C:25]([CH2:28][OH:29])=[CH:24][C:12]=3[N:13]\2[C@@H:14]2[CH2:19][CH2:18][C@H:17]([C:20]([O:22][CH3:23])=[O:21])[CH2:16][CH2:15]2)=[O:7])=[CH:40][CH:41]=1. The yield is 0.426. (5) The reactants are [CH2:1]([O:8][C:9]1[C:10]([CH3:17])=[C:11]([CH2:15][OH:16])[CH:12]=[CH:13][CH:14]=1)[C:2]1[CH:7]=[CH:6][CH:5]=[CH:4][CH:3]=1.CC(OI1(OC(C)=O)(OC(C)=O)OC(=O)C2C=CC=CC1=2)=O. The catalyst is O1CCCC1. The product is [CH2:1]([O:8][C:9]1[C:10]([CH3:17])=[C:11]([CH:12]=[CH:13][CH:14]=1)[CH:15]=[O:16])[C:2]1[CH:3]=[CH:4][CH:5]=[CH:6][CH:7]=1. The yield is 0.840. (6) The reactants are [C:1]1([CH:7]=[CH:8][CH:9]=[C:10]([CH2:13][CH2:14][CH3:15])[CH:11]=[O:12])[CH:6]=[CH:5][CH:4]=[CH:3][CH:2]=1.[H][H]. The catalyst is [Ni]. The product is [C:1]1([CH2:7][CH2:8][CH2:9][CH:10]([CH2:13][CH2:14][CH3:15])[CH2:11][OH:12])[CH:6]=[CH:5][CH:4]=[CH:3][CH:2]=1. The yield is 0.960. (7) The reactants are [F:1][C:2]1[C:10]2[O:9][CH:8]([CH:11]3[CH2:16][CH2:15][N:14](C(OC(C)(C)C)=O)[CH2:13][CH2:12]3)[CH2:7][C:6]=2[CH:5]=[CH:4][CH:3]=1.[ClH:24].O1CCOCC1. The catalyst is CO. The product is [ClH:24].[F:1][C:2]1[C:10]2[O:9][CH:8]([CH:11]3[CH2:16][CH2:15][NH:14][CH2:13][CH2:12]3)[CH2:7][C:6]=2[CH:5]=[CH:4][CH:3]=1. The yield is 0.970. (8) The reactants are [CH2:1]1[C:5]2([CH2:10][CH2:9][NH:8][CH2:7][CH2:6]2)[CH2:4][CH2:3][N:2]1[C:11]([O:13][C:14]([CH3:17])([CH3:16])[CH3:15])=[O:12].[Cl:18][C:19]1[CH:24]=[CH:23][C:22](I)=[CH:21][CH:20]=1.C1C=CC(P(C2C(C3C(P(C4C=CC=CC=4)C4C=CC=CC=4)=CC=C4C=3C=CC=C4)=C3C(C=CC=C3)=CC=2)C2C=CC=CC=2)=CC=1. The catalyst is C1(C)C=CC=CC=1.CC([O-])=O.CC([O-])=O.[Pd+2]. The product is [Cl:18][C:19]1[CH:24]=[CH:23][C:22]([N:8]2[CH2:7][CH2:6][C:5]3([CH2:1][N:2]([C:11]([O:13][C:14]([CH3:17])([CH3:16])[CH3:15])=[O:12])[CH2:3][CH2:4]3)[CH2:10][CH2:9]2)=[CH:21][CH:20]=1. The yield is 0.500. (9) The reactants are Cl[C:2]1[C:3]([CH:8]2[CH2:11][N:10]([C:12]3[CH:21]=[CH:20][C:19]4[C:14](=[CH:15][CH:16]=[CH:17][CH:18]=4)[N:13]=3)[CH2:9]2)=[N:4][CH:5]=[CH:6][N:7]=1.[CH2:22]([Sn](CCCC)(CCCC)C#CC)[CH2:23][CH2:24]C. The catalyst is O1CCOCC1.[Pd].C(P(C(C)(C)C)C(C)(C)C)(C)(C)C.C(P(C(C)(C)C)C(C)(C)C)(C)(C)C. The product is [C:22]([C:2]1[C:3]([CH:8]2[CH2:11][N:10]([C:12]3[CH:21]=[CH:20][C:19]4[C:14](=[CH:15][CH:16]=[CH:17][CH:18]=4)[N:13]=3)[CH2:9]2)=[N:4][CH:5]=[CH:6][N:7]=1)#[C:23][CH3:24]. The yield is 0.680. (10) The reactants are [F:1][C:2]1[CH:7]=[C:6]([F:8])[CH:5]=[CH:4][C:3]=1[C:9]1[C:13]([C:14]2[CH:15]=[CH:16][C:17]3[N:18]([C:20]([CH:23]([CH3:25])[CH3:24])=[N:21][N:22]=3)[N:19]=2)=[CH:12][N:11]([CH:26]2[CH2:30][CH2:29][NH:28][CH2:27]2)[N:10]=1.CCN(C(C)C)C(C)C.[C:40](Cl)(=[O:42])[CH3:41]. The catalyst is C(Cl)Cl. The product is [F:1][C:2]1[CH:7]=[C:6]([F:8])[CH:5]=[CH:4][C:3]=1[C:9]1[C:13]([C:14]2[CH:15]=[CH:16][C:17]3[N:18]([C:20]([CH:23]([CH3:24])[CH3:25])=[N:21][N:22]=3)[N:19]=2)=[CH:12][N:11]([CH:26]2[CH2:30][CH2:29][N:28]([C:40](=[O:42])[CH3:41])[CH2:27]2)[N:10]=1. The yield is 0.840.